Dataset: Full USPTO retrosynthesis dataset with 1.9M reactions from patents (1976-2016). Task: Predict the reactants needed to synthesize the given product. (1) Given the product [CH3:16][N:15]([CH3:17])[CH2:14][CH2:13][N:6]1[CH:5]=[CH:4][C:3]2[C:8](=[CH:9][CH:10]=[CH:11][C:2]=2[NH:1][C:49](=[O:50])[CH2:48][C:45]2[CH:46]=[CH:47][C:42]([CH3:52])=[CH:43][CH:44]=2)[C:7]1=[O:12], predict the reactants needed to synthesize it. The reactants are: [NH2:1][C:2]1[CH:11]=[CH:10][CH:9]=[C:8]2[C:3]=1[CH:4]=[CH:5][N:6]([CH2:13][CH2:14][N:15]([CH3:17])[CH3:16])[C:7]2=[O:12].CN(C(ON1N=NC2C=CC=NC1=2)=[N+](C)C)C.F[P-](F)(F)(F)(F)F.[C:42]1([CH3:52])[CH:47]=[CH:46][C:45]([CH2:48][C:49](O)=[O:50])=[CH:44][CH:43]=1.CCN(C(C)C)C(C)C. (2) Given the product [C:1]([C:5]1[O:9][C:8]([NH:10][C:11]2[CH:12]=[CH:13][C:14]([C:17]3[CH:22]=[CH:21][C:20]([C:23]45[CH2:28][CH2:27][C:26]([CH2:31][C:32]([OH:34])=[O:33])([CH2:29][CH2:30]4)[O:25][CH2:24]5)=[CH:19][CH:18]=3)=[N:15][CH:16]=2)=[N:7][N:6]=1)([CH3:4])([CH3:2])[CH3:3], predict the reactants needed to synthesize it. The reactants are: [C:1]([C:5]1[O:9][C:8]([NH:10][C:11]2[CH:12]=[CH:13][C:14]([C:17]3[CH:22]=[CH:21][C:20]([C:23]45[CH2:30][CH2:29][C:26]([CH2:31][C:32]([O:34]C)=[O:33])([CH2:27][CH2:28]4)[O:25][CH2:24]5)=[CH:19][CH:18]=3)=[N:15][CH:16]=2)=[N:7][N:6]=1)([CH3:4])([CH3:3])[CH3:2].[OH-].[Na+]. (3) Given the product [F:37][C:36]([F:39])([F:38])[C:34]([O-:40])=[O:35].[OH:15][CH2:14][CH:13]([C:16]1[NH:17][C:18]([C:21]2[CH:30]=[CH:29][C:28]3[C:23](=[CH:24][CH:25]=[CH:26][CH:27]=3)[CH:22]=2)=[CH:19][NH+:20]=1)[CH2:12][CH2:11][CH2:10][CH2:9][CH2:8][C:3](=[O:4])[CH2:1][CH3:2], predict the reactants needed to synthesize it. The reactants are: [CH2:1]([C:3]1([CH2:8][CH2:9][CH2:10][CH2:11][CH2:12][CH:13]([C:16]2[NH:17][C:18]([C:21]3[CH:30]=[CH:29][C:28]4[C:23](=[CH:24][CH:25]=[CH:26][CH:27]=4)[CH:22]=3)=[CH:19][N:20]=2)[CH2:14][OH:15])OCC[O:4]1)[CH3:2].C(Cl)Cl.[C:34]([OH:40])([C:36]([F:39])([F:38])[F:37])=[O:35]. (4) Given the product [Br:13][C:10]1[CH:11]=[CH:12][C:7]([C:14]2([OH:18])[CH2:17][CH2:16][CH2:15]2)=[CH:8][CH:9]=1, predict the reactants needed to synthesize it. The reactants are: C([Li])CCC.Br[C:7]1[CH:12]=[CH:11][C:10]([Br:13])=[CH:9][CH:8]=1.[C:14]1(=[O:18])[CH2:17][CH2:16][CH2:15]1. (5) Given the product [N+:18]([C:13]1[CH:14]=[CH:15][CH:16]=[CH:17][C:12]=1[C:10]1[S:9][C:6]2[C:5]([N:11]=1)=[CH:4][C:3]([CH2:2][N:31]1[CH2:30][CH2:29][N:28]([C:21]([O:23][C:24]([CH3:27])([CH3:26])[CH3:25])=[O:22])[CH2:33][CH2:32]1)=[CH:8][N:7]=2)([O-:20])=[O:19], predict the reactants needed to synthesize it. The reactants are: Br[CH2:2][C:3]1[CH:4]=[C:5]2[N:11]=[C:10]([C:12]3[CH:17]=[CH:16][CH:15]=[CH:14][C:13]=3[N+:18]([O-:20])=[O:19])[S:9][C:6]2=[N:7][CH:8]=1.[C:21]([N:28]1[CH2:33][CH2:32][NH:31][CH2:30][CH2:29]1)([O:23][C:24]([CH3:27])([CH3:26])[CH3:25])=[O:22].CCN(CC)CC. (6) The reactants are: [Br:1][C:2]1[C:3]([F:22])=[CH:4][C:5]2[O:11][CH2:10][CH2:9][N:8]3[C:12]([C:18]([OH:20])=O)=[C:13]([C:15](=[O:17])[NH2:16])[N:14]=[C:7]3[C:6]=2[CH:21]=1.Cl.[NH2:24][CH2:25][C:26]#[N:27]. Given the product [Br:1][C:2]1[C:3]([F:22])=[CH:4][C:5]2[O:11][CH2:10][CH2:9][N:8]3[C:12]([C:18]([NH:27][CH2:26][C:25]#[N:24])=[O:20])=[C:13]([C:15]([NH2:16])=[O:17])[N:14]=[C:7]3[C:6]=2[CH:21]=1, predict the reactants needed to synthesize it. (7) Given the product [C:18]([C:5]1[CH:4]=[CH:3][C:2]([NH:1][C:23](=[O:24])[C:22]2[C:21]([CH3:20])=[CH:29][C:28]([C:30]([F:39])([C:31]([F:32])([F:33])[F:34])[C:35]([F:36])([F:37])[F:38])=[CH:27][C:26]=2[CH3:40])=[CH:7][C:6]=1[NH:8][C:9](=[O:17])[C:10]1[CH:15]=[CH:14][C:13]([F:16])=[CH:12][CH:11]=1)#[N:19], predict the reactants needed to synthesize it. The reactants are: [NH2:1][C:2]1[CH:3]=[CH:4][C:5]([C:18]#[N:19])=[C:6]([NH:8][C:9](=[O:17])[C:10]2[CH:15]=[CH:14][C:13]([F:16])=[CH:12][CH:11]=2)[CH:7]=1.[CH3:20][C:21]1[CH:29]=[C:28]([C:30]([F:39])([C:35]([F:38])([F:37])[F:36])[C:31]([F:34])([F:33])[F:32])[CH:27]=[C:26]([CH3:40])[C:22]=1[C:23](Cl)=[O:24]. (8) Given the product [I:16][C:4]1[CH:5]=[CH:6][C:7]([N:9]2[CH2:10][CH2:11][N:12]([CH3:15])[CH2:13][CH2:14]2)=[N:8][C:3]=1[O:2][CH3:1], predict the reactants needed to synthesize it. The reactants are: [CH3:1][O:2][C:3]1[N:8]=[C:7]([N:9]2[CH2:14][CH2:13][N:12]([CH3:15])[CH2:11][CH2:10]2)[CH:6]=[CH:5][CH:4]=1.[I:16]N1C(=O)CCC1=O.